This data is from Forward reaction prediction with 1.9M reactions from USPTO patents (1976-2016). The task is: Predict the product of the given reaction. (1) The product is: [CH3:17][O:18][C:19]([C:20]1[C:21]([CH2:22][C:23]([F:24])([F:26])[F:25])=[N:1][C:2]2[C:3]([C:9]=1[C:11]1[CH:16]=[CH:15][CH:14]=[CH:13][CH:12]=1)=[CH:4][C:5]([Cl:8])=[CH:6][CH:7]=2)=[O:28]. Given the reactants [NH2:1][C:2]1[CH:7]=[CH:6][C:5]([Cl:8])=[CH:4][C:3]=1[C:9]([C:11]1[CH:16]=[CH:15][CH:14]=[CH:13][CH:12]=1)=O.[CH3:17][O:18][C:19](=[O:28])[CH2:20][C:21](=O)[CH2:22][C:23]([F:26])([F:25])[F:24].[O-]S(C(F)(F)F)(=O)=O.[Yb+3].[O-]S(C(F)(F)F)(=O)=O.[O-]S(C(F)(F)F)(=O)=O, predict the reaction product. (2) The product is: [CH3:9][O:8][C:1](=[O:7])[CH2:2][CH2:3][C:4]([O:6][CH2:14][O:13][C:10](=[O:12])[CH3:11])=[O:5]. Given the reactants [C:1]([O:8][CH3:9])(=[O:7])[CH2:2][CH2:3][C:4]([O-:6])=[O:5].[C:10]([O:13][CH2:14]Br)(=[O:12])[CH3:11].C(N(C(C)C)CC)(C)C, predict the reaction product. (3) Given the reactants [CH2:1]1[C:3]2([CH2:8][NH:7][CH2:6][CH2:5][N:4]2[C:9]([O:11][C:12]([CH3:15])([CH3:14])[CH3:13])=[O:10])[CH2:2]1.[C:16](Cl)([O:18][CH2:19][C:20]1[CH:25]=[CH:24][CH:23]=[CH:22][CH:21]=1)=[O:17], predict the reaction product. The product is: [CH2:2]1[C:3]2([CH2:8][N:7]([C:16]([O:18][CH2:19][C:20]3[CH:25]=[CH:24][CH:23]=[CH:22][CH:21]=3)=[O:17])[CH2:6][CH2:5][N:4]2[C:9]([O:11][C:12]([CH3:15])([CH3:14])[CH3:13])=[O:10])[CH2:1]1. (4) The product is: [F:1][C:2]1[CH:3]=[C:4]([CH:14]([CH3:20])[C:15]([OH:17])=[O:16])[CH:5]=[CH:6][C:7]=1[CH2:8][NH:9][S:10]([CH3:13])(=[O:11])=[O:12]. Given the reactants [F:1][C:2]1[CH:3]=[C:4]([CH:14]([CH3:20])[C:15]([O:17]CC)=[O:16])[CH:5]=[CH:6][C:7]=1[CH2:8][NH:9][S:10]([CH3:13])(=[O:12])=[O:11].O1CCCC1.O.[OH-].[Li+], predict the reaction product. (5) Given the reactants O1CCCC1.CO.[C:8]([CH2:12][CH2:13][CH2:14][CH2:15][CH2:16][CH:17]([CH2:21][CH2:22][CH2:23][C@H:24]1[C@@H:32]2[C@@H:27]([NH:28][C:29]([NH:31]2)=[O:30])[CH2:26][S:25]1)[C:18]([NH2:20])=[O:19])([O:10]C)=[O:9].[OH-].[Na+], predict the reaction product. The product is: [C:8]([CH2:12][CH2:13][CH2:14][CH2:15][CH2:16][CH:17]([CH2:21][CH2:22][CH2:23][C@H:24]1[C@@H:32]2[C@@H:27]([NH:28][C:29]([NH:31]2)=[O:30])[CH2:26][S:25]1)[C:18]([NH2:20])=[O:19])([OH:10])=[O:9]. (6) The product is: [N:1]1[C:2]2[C:10](=[CH:9][C:5]([C:6]([OH:8])=[O:7])=[CH:4][CH:3]=2)[CH:22]=[CH:14][CH:15]=1. Given the reactants [NH2:1][C:2]1[CH:10]=[CH:9][C:5]([C:6]([OH:8])=[O:7])=[CH:4][CH:3]=1.[N+]([C:14]1[CH:22]=CC(C(O)=O)=C[CH:15]=1)([O-])=O.B(O)(O)O.S(=O)(=O)(O)O.[OH-].[Na+], predict the reaction product. (7) Given the reactants [C:1]([O:5][C:6](=[O:20])[NH:7][C:8]1[CH:13]=[CH:12][C:11]([C:14]2[CH:18]=[CH:17][S:16][CH:15]=2)=[CH:10][C:9]=1[NH2:19])([CH3:4])([CH3:3])[CH3:2].CC1(C)[O:27][C:26]([C:28]2[CH:29]=[C:30]([CH:33]=[CH:34][CH:35]=2)[C:31]#[N:32])=[CH:25][C:24](=O)[O:23]1, predict the reaction product. The product is: [C:1]([O:5][C:6](=[O:20])[NH:7][C:8]1[CH:13]=[CH:12][C:11]([C:14]2[CH:18]=[CH:17][S:16][CH:15]=2)=[CH:10][C:9]=1[NH:19][C:24](=[O:23])[CH2:25][C:26]([C:28]1[CH:35]=[CH:34][CH:33]=[C:30]([C:31]#[N:32])[CH:29]=1)=[O:27])([CH3:4])([CH3:2])[CH3:3]. (8) Given the reactants [NH2:1][C:2]1[C:11]([N+:12]([O-])=O)=[CH:10][C:5]([C:6]([O:8][CH3:9])=[O:7])=[C:4]([O:15][CH2:16][CH:17]([F:19])[F:18])[N:3]=1, predict the reaction product. The product is: [NH2:12][C:11]1[C:2]([NH2:1])=[N:3][C:4]([O:15][CH2:16][CH:17]([F:19])[F:18])=[C:5]([CH:10]=1)[C:6]([O:8][CH3:9])=[O:7]. (9) Given the reactants [CH2:1]([O:3][C:4]([C:6]1[CH:20]=[C:19](I)[C:9]2[N:10]([C:13]3[CH:18]=[CH:17][CH:16]=[CH:15][CH:14]=3)[CH:11]=[N:12][C:8]=2[CH:7]=1)=[O:5])[CH3:2].[NH2:22][C:23]1[CH:24]=[C:25](B(O)O)[CH:26]=[CH:27][CH:28]=1.C(O)CCO.C(=O)([O-])[O-].[K+].[K+], predict the reaction product. The product is: [NH2:22][C:23]1[CH:28]=[C:27]([C:19]2[C:9]3[N:10]([C:13]4[CH:18]=[CH:17][CH:16]=[CH:15][CH:14]=4)[CH:11]=[N:12][C:8]=3[CH:7]=[C:6]([C:4]([O:3][CH2:1][CH3:2])=[O:5])[CH:20]=2)[CH:26]=[CH:25][CH:24]=1.